From a dataset of Forward reaction prediction with 1.9M reactions from USPTO patents (1976-2016). Predict the product of the given reaction. (1) Given the reactants Br[C:2]1[S:3][C:4]([C:7]([O:9][CH2:10][CH3:11])=[O:8])=[CH:5][N:6]=1.[CH3:12][NH:13][CH2:14][CH2:15][C:16]1[CH:21]=[CH:20][CH:19]=[CH:18][CH:17]=1, predict the reaction product. The product is: [CH3:12][N:13]([CH2:14][CH2:15][C:16]1[CH:21]=[CH:20][CH:19]=[CH:18][CH:17]=1)[C:2]1[S:3][C:4]([C:7]([O:9][CH2:10][CH3:11])=[O:8])=[CH:5][N:6]=1. (2) Given the reactants [CH2:1]([C:3]([C:15]1[CH:20]=[CH:19][C:18]([OH:21])=[C:17]([CH3:22])[CH:16]=1)([C:6]1[CH:11]=[CH:10][C:9]([C:12]#[CH:13])=[C:8]([CH3:14])[CH:7]=1)[CH2:4][CH3:5])[CH3:2].CCCCCC.[F:29][C:30]([F:38])([F:37])[C:31]([C:33]([F:36])([F:35])[F:34])=[O:32], predict the reaction product. The product is: [CH2:1]([C:3]([C:15]1[CH:20]=[CH:19][C:18]([OH:21])=[C:17]([CH3:22])[CH:16]=1)([C:6]1[CH:11]=[CH:10][C:9]([C:12]#[C:13][C:31]([OH:32])([C:33]([F:36])([F:35])[F:34])[C:30]([F:38])([F:37])[F:29])=[C:8]([CH3:14])[CH:7]=1)[CH2:4][CH3:5])[CH3:2]. (3) Given the reactants [F:1][C:2]([F:15])([F:14])[CH2:3][O:4][C:5]1[CH:10]=[CH:9][N:8]=[C:7]([C:11](=O)[CH3:12])[CH:6]=1.[CH3:16][C:17]([S@:20]([NH2:22])=[O:21])([CH3:19])[CH3:18], predict the reaction product. The product is: [CH3:16][C:17]([S@:20]([NH:22][CH:11]([C:7]1[CH:6]=[C:5]([O:4][CH2:3][C:2]([F:15])([F:14])[F:1])[CH:10]=[CH:9][N:8]=1)[CH3:12])=[O:21])([CH3:19])[CH3:18]. (4) Given the reactants [O:1]1[CH:5]=[CH:4][CH:3]=[C:2]1[CH2:6][NH:7][C:8]1[N:13]=[C:12]([NH:14][C:15]2[CH:20]=[CH:19][CH:18]=[C:17]([C:21]([F:24])([F:23])[F:22])[CH:16]=2)[N:11]=[C:10]([O:25][CH:26]([CH3:28])C)[N:9]=1.O1C=CC=[C:30]1CNC1N=C(NC2C=CC=C(C(F)(F)F)C=2)N=C(OCC(F)(F)F)N=1.Cl, predict the reaction product. The product is: [O:1]1[CH:5]=[CH:4][CH:3]=[C:2]1[CH2:6][NH:7][C:8]1[N:13]=[C:12]([NH:14][C:15]2[CH:20]=[CH:19][CH:18]=[C:17]([C:21]([F:24])([F:22])[F:23])[CH:16]=2)[N:11]=[C:10]([O:25][CH2:26][CH2:28][CH3:30])[N:9]=1. (5) Given the reactants [Br:1][C:2]1[CH:11]=[C:10]2[C:5]([C:6]([Cl:12])=[CH:7][CH:8]=[N:9]2)=[CH:4][C:3]=1[Cl:13].C(O)(C(F)(F)F)=[O:15], predict the reaction product. The product is: [Br:1][C:2]1[CH:11]=[C:10]2[C:5]([C:6]([Cl:12])=[CH:7][CH:8]=[N+:9]2[O-:15])=[CH:4][C:3]=1[Cl:13].